From a dataset of Full USPTO retrosynthesis dataset with 1.9M reactions from patents (1976-2016). Predict the reactants needed to synthesize the given product. (1) Given the product [NH2:30][C:24]1[N:9]([C:10]2[CH:11]=[CH:12][C:13]([F:18])=[C:14]([CH:17]=2)[C:15]#[N:16])[N:8]=[C:7]([CH:1]([CH3:2])[CH3:6])[CH:19]=1, predict the reactants needed to synthesize it. The reactants are: [C:1]1([C:7]([C:19]2[CH:24]=CC=CC=2)=[N:8][NH:9][C:10]2[CH:11]=[CH:12][C:13]([F:18])=[C:14]([CH:17]=2)[C:15]#[N:16])[CH:6]=CC=C[CH:2]=1.CC(C)C(=O)CC#[N:30].Cl. (2) Given the product [Cl:18][CH2:13][C:4]1[C:5]2[O:9][C:8]([CH3:11])([CH3:10])[CH2:7][C:6]=2[CH:12]=[C:2]([F:1])[C:3]=1[F:15], predict the reactants needed to synthesize it. The reactants are: [F:1][C:2]1[C:3]([F:15])=[C:4]([CH2:13]O)[C:5]2[O:9][C:8]([CH3:11])([CH3:10])[CH2:7][C:6]=2[CH:12]=1.O=S(Cl)[Cl:18]. (3) Given the product [N:3]1[CH:4]=[CH:5][CH:6]=[CH:7][C:2]=1[C:4]#[C:5][CH2:6][CH2:7][C:17]1[C:15]2[N:16]=[CH:12][O:13][C:14]=2[C:20]([OH:21])=[CH:19][CH:18]=1.[N:3]1[CH:4]=[CH:5][CH:6]=[CH:7][C:2]=1[C:11]#[C:10][CH2:9][CH2:8][C:12]1[O:13][C:14]2[C:20]([OH:21])=[CH:19][CH:18]=[CH:17][C:15]=2[N:16]=1, predict the reactants needed to synthesize it. The reactants are: Br[C:2]1[CH:7]=[CH:6][CH:5]=[CH:4][N:3]=1.[CH2:8]([C:12]1[O:13][C:14]2[C:20]([OH:21])=[CH:19][CH:18]=[CH:17][C:15]=2[N:16]=1)[CH2:9][C:10]#[CH:11]. (4) Given the product [Cl:1][CH2:2][CH:3]1[C:11]2[C:10]3[CH:12]=[CH:13][C:14]([C:16]([NH2:17])=[O:21])=[CH:15][C:9]=3[C:8]([N+:18]([O-:20])=[O:19])=[CH:7][C:6]=2[NH:5][CH2:4]1, predict the reactants needed to synthesize it. The reactants are: [Cl:1][CH2:2][CH:3]1[C:11]2[C:10]3[CH:12]=[CH:13][C:14]([C:16]#[N:17])=[CH:15][C:9]=3[C:8]([N+:18]([O-:20])=[O:19])=[CH:7][C:6]=2[NH:5][CH2:4]1.[OH:21]S(O)(=O)=O. (5) Given the product [CH3:1][C:2]1[C:6]([C:7]([C:16]2[O:17][C:18]3[CH:24]=[CH:23][C:22]([CH2:25][C:26]([NH:28][CH:29]([C:36]4[CH:41]=[CH:40][C:39]([CH3:42])=[CH:38][C:37]=4[CH3:43])[C:30]4[CH:31]=[CH:32][CH:33]=[CH:34][CH:35]=4)=[O:27])=[CH:21][C:19]=3[CH:20]=2)([OH:15])[CH2:8][CH2:9][C:10]([O:12][CH2:13][CH3:14])=[O:11])=[C:5]([CH3:44])[O:4][N:3]=1, predict the reactants needed to synthesize it. The reactants are: [CH3:1][C:2]1[C:6]([C:7]([C:16]2[O:17][C:18]3[CH:24]=[CH:23][C:22]([CH2:25][C:26]([NH:28][CH:29]([C:36]4[CH:41]=[CH:40][C:39]([CH3:42])=[CH:38][C:37]=4[CH3:43])[C:30]4[CH:35]=[CH:34][CH:33]=[CH:32][CH:31]=4)=[O:27])=[CH:21][C:19]=3[CH:20]=2)([OH:15])[C:8]#[C:9][C:10]([O:12][CH2:13][CH3:14])=[O:11])=[C:5]([CH3:44])[O:4][N:3]=1. (6) Given the product [CH:1]1([C:4]([N:6]2[CH2:10][CH2:9][C@@H:8]([CH2:11][NH:12][C:13]3[C:18]([NH2:19])=[CH:17][CH:16]=[C:15]([O:22][CH3:23])[N:14]=3)[CH2:7]2)=[O:5])[CH2:3][CH2:2]1, predict the reactants needed to synthesize it. The reactants are: [CH:1]1([C:4]([N:6]2[CH2:10][CH2:9][C@@H:8]([CH2:11][NH:12][C:13]3[C:18]([N+:19]([O-])=O)=[CH:17][CH:16]=[C:15]([O:22][CH3:23])[N:14]=3)[CH2:7]2)=[O:5])[CH2:3][CH2:2]1.[H][H]. (7) The reactants are: C1C(=O)N([Cl:8])C(=O)C1.[C:9]([O:13][C:14]([N:16]1[CH2:21][CH2:20][N:19]([CH2:22][C:23]2[CH:28]=[C:27]([NH2:29])[C:26]([C:30]([O:32][CH2:33][CH3:34])=[O:31])=[CH:25][C:24]=2[C:35]([F:38])([F:37])[F:36])[CH2:18][CH2:17]1)=[O:15])([CH3:12])([CH3:11])[CH3:10].O. Given the product [C:9]([O:13][C:14]([N:16]1[CH2:17][CH2:18][N:19]([CH2:22][C:23]2[C:24]([C:35]([F:37])([F:38])[F:36])=[CH:25][C:26]([C:30]([O:32][CH2:33][CH3:34])=[O:31])=[C:27]([NH2:29])[C:28]=2[Cl:8])[CH2:20][CH2:21]1)=[O:15])([CH3:10])([CH3:11])[CH3:12], predict the reactants needed to synthesize it.